The task is: Regression. Given two drug SMILES strings and cell line genomic features, predict the synergy score measuring deviation from expected non-interaction effect.. This data is from NCI-60 drug combinations with 297,098 pairs across 59 cell lines. (1) Drug 1: C1=C(C(=O)NC(=O)N1)F. Drug 2: CC1C(C(CC(O1)OC2CC(CC3=C2C(=C4C(=C3O)C(=O)C5=C(C4=O)C(=CC=C5)OC)O)(C(=O)CO)O)N)O.Cl. Cell line: HOP-62. Synergy scores: CSS=54.9, Synergy_ZIP=-1.11, Synergy_Bliss=-1.41, Synergy_Loewe=2.40, Synergy_HSA=3.85. (2) Drug 1: CC1=C(C=C(C=C1)NC(=O)C2=CC=C(C=C2)CN3CCN(CC3)C)NC4=NC=CC(=N4)C5=CN=CC=C5. Drug 2: CC(C)CN1C=NC2=C1C3=CC=CC=C3N=C2N. Synergy scores: CSS=-1.06, Synergy_ZIP=0.000808, Synergy_Bliss=-1.73, Synergy_Loewe=-0.916, Synergy_HSA=-2.16. Cell line: A549. (3) Drug 1: C1=CC(=CC=C1CCC2=CNC3=C2C(=O)NC(=N3)N)C(=O)NC(CCC(=O)O)C(=O)O. Drug 2: CC1=C2C(C(=O)C3(C(CC4C(C3C(C(C2(C)C)(CC1OC(=O)C(C(C5=CC=CC=C5)NC(=O)OC(C)(C)C)O)O)OC(=O)C6=CC=CC=C6)(CO4)OC(=O)C)O)C)O. Cell line: BT-549. Synergy scores: CSS=28.2, Synergy_ZIP=-7.18, Synergy_Bliss=-5.38, Synergy_Loewe=-3.16, Synergy_HSA=-1.74. (4) Synergy scores: CSS=1.81, Synergy_ZIP=-3.20, Synergy_Bliss=-4.00, Synergy_Loewe=-9.44, Synergy_HSA=-5.33. Drug 1: C1CCN(CC1)CCOC2=CC=C(C=C2)C(=O)C3=C(SC4=C3C=CC(=C4)O)C5=CC=C(C=C5)O. Drug 2: CN1CCC(CC1)COC2=C(C=C3C(=C2)N=CN=C3NC4=C(C=C(C=C4)Br)F)OC. Cell line: A498. (5) Drug 1: CC12CCC3C(C1CCC2NC(=O)OCC(F)(F)F)CCC4C3(C=CC(=O)N4C)C. Drug 2: CC1CCC2CC(C(=CC=CC=CC(CC(C(=O)C(C(C(=CC(C(=O)CC(OC(=O)C3CCCCN3C(=O)C(=O)C1(O2)O)C(C)CC4CCC(C(C4)OC)OP(=O)(C)C)C)C)O)OC)C)C)C)OC. Cell line: NCI-H460. Synergy scores: CSS=5.48, Synergy_ZIP=-3.41, Synergy_Bliss=-4.53, Synergy_Loewe=-0.402, Synergy_HSA=-0.667. (6) Drug 1: CN(C)N=NC1=C(NC=N1)C(=O)N. Drug 2: CC1=C(C=C(C=C1)NC(=O)C2=CC=C(C=C2)CN3CCN(CC3)C)NC4=NC=CC(=N4)C5=CN=CC=C5. Cell line: NCI-H226. Synergy scores: CSS=1.22, Synergy_ZIP=1.31, Synergy_Bliss=4.42, Synergy_Loewe=1.67, Synergy_HSA=1.67.